Dataset: Reaction yield outcomes from USPTO patents with 853,638 reactions. Task: Predict the reaction yield, written as a fraction of the theoretical maximum amount of product (1.0 means a 100% yield; for example, 0.34 means a 34% yield). (1) The reactants are Br[C:2]1[CH:3]=[CH:4][C:5]([F:18])=[C:6]([C:8]2[CH:13]=[CH:12][C:11]([S:14]([NH2:17])(=[O:16])=[O:15])=[CH:10][CH:9]=2)[CH:7]=1.[B:19]1([B:19]2[O:23][C:22]([CH3:25])([CH3:24])[C:21]([CH3:27])([CH3:26])[O:20]2)[O:23][C:22]([CH3:25])([CH3:24])[C:21]([CH3:27])([CH3:26])[O:20]1.CC([O-])=O.[K+]. The catalyst is O1CCOCC1.CS(C)=O.C1C=CC(P(C2C=CC=CC=2)[C-]2C=CC=C2)=CC=1.C1C=CC(P(C2C=CC=CC=2)[C-]2C=CC=C2)=CC=1.Cl[Pd]Cl.[Fe+2]. The product is [F:18][C:5]1[CH:4]=[CH:3][C:2]([B:19]2[O:23][C:22]([CH3:25])([CH3:24])[C:21]([CH3:27])([CH3:26])[O:20]2)=[CH:7][C:6]=1[C:8]1[CH:13]=[CH:12][C:11]([S:14]([NH2:17])(=[O:16])=[O:15])=[CH:10][CH:9]=1. The yield is 0.810. (2) The reactants are [CH:1]1([S:4]([O-:6])=[O:5])[CH2:3][CH2:2]1.[Na+].[Cl:8][C:9]1[N:14]=[C:13]([N:15]2[CH2:20][CH2:19][O:18][CH2:17][C@H:16]2[CH3:21])[CH:12]=[C:11]([CH2:22]I)[N:10]=1. The catalyst is CC#N. The product is [Cl:8][C:9]1[N:14]=[C:13]([N:15]2[CH2:20][CH2:19][O:18][CH2:17][C@H:16]2[CH3:21])[CH:12]=[C:11]([CH2:22][S:4]([CH:1]2[CH2:3][CH2:2]2)(=[O:6])=[O:5])[N:10]=1. The yield is 0.830. (3) The reactants are CC1C=CC(S(OCC2CC3C=CC=C(OC)C=3O2)(=O)=O)=CC=1.[N-]=[N+]=[N-].[Na+].[N:28]([CH2:31][CH:32]1[CH2:36][C:35]2[CH:37]=[CH:38][CH:39]=[C:40]([O:41][CH3:42])[C:34]=2[O:33]1)=[N+]=[N-].[N-]=[N+]=[N-]. The catalyst is [Pd]. The product is [CH3:42][O:41][C:40]1[C:34]2[O:33][CH:32]([CH2:31][NH2:28])[CH2:36][C:35]=2[CH:37]=[CH:38][CH:39]=1. The yield is 0.540. (4) The reactants are C(N(CC)CC)C.[C:8]([O:12][C:13]([N:15]1[CH2:19][C@H:18]([O:20][CH2:21][C:22]2[CH:27]=[CH:26][CH:25]=[CH:24][CH:23]=2)[CH2:17][C@@H:16]1[CH2:28][OH:29])=[O:14])([CH3:11])([CH3:10])[CH3:9]. The catalyst is CS(C)=O.C(OCC)C. The product is [C:8]([O:12][C:13]([N:15]1[CH2:19][C@H:18]([O:20][CH2:21][C:22]2[CH:23]=[CH:24][CH:25]=[CH:26][CH:27]=2)[CH2:17][C@@H:16]1[CH:28]=[O:29])=[O:14])([CH3:11])([CH3:10])[CH3:9]. The yield is 1.00. (5) The reactants are [NH2:1][C:2]1[C:7](Cl)=[N:6][CH:5]=[CH:4][N:3]=1.O(CC)[C:10]([S-:12])=[S:11].[K+].CN1CCCC1=O.C(O)(=O)C. The catalyst is O. The product is [S:12]1[C:7]2[C:2](=[N:3][CH:4]=[CH:5][N:6]=2)[NH:1][C:10]1=[S:11]. The yield is 0.670. (6) The reactants are [F:1][CH2:2][CH2:3][OH:4].[S:5](Cl)([C:8]1[CH:14]=[CH:13][C:11]([CH3:12])=[CH:10][CH:9]=1)(=[O:7])=[O:6]. The catalyst is N1C=CC=CC=1. The product is [S:5]([C:8]1[CH:14]=[CH:13][C:11]([CH3:12])=[CH:10][CH:9]=1)([O:4][CH2:3][CH2:2][F:1])(=[O:7])=[O:6]. The yield is 0.730. (7) The yield is 1.00. The reactants are [F:1][C:2]1[CH:27]=[C:26]([N+:28]([O-])=O)[CH:25]=[CH:24][C:3]=1[O:4][C:5]1[CH:10]=[CH:9][N:8]=[C:7]2[CH:11]=[C:12]([C:14]3[N:19]=[CH:18][C:17]([CH2:20][N:21]([CH3:23])[CH3:22])=[CH:16][CH:15]=3)[S:13][C:6]=12.[NH4+].[Cl-]. The catalyst is [Fe].CCO.O. The product is [CH3:23][N:21]([CH2:20][C:17]1[CH:16]=[CH:15][C:14]([C:12]2[S:13][C:6]3[C:7](=[N:8][CH:9]=[CH:10][C:5]=3[O:4][C:3]3[CH:24]=[CH:25][C:26]([NH2:28])=[CH:27][C:2]=3[F:1])[CH:11]=2)=[N:19][CH:18]=1)[CH3:22].